Predict the reactants needed to synthesize the given product. From a dataset of Full USPTO retrosynthesis dataset with 1.9M reactions from patents (1976-2016). (1) Given the product [Br:1][C:2]1[CH:11]=[C:10]2[C:5]([C:6]([CH3:17])([CH3:16])[CH2:7][CH:8]=[C:9]2[C:12]([CH3:13])([CH3:15])[CH3:14])=[CH:4][C:3]=1[O:18][CH2:26][CH2:27][CH3:28], predict the reactants needed to synthesize it. The reactants are: [Br:1][C:2]1[CH:11]=[C:10]2[C:5]([C:6]([CH3:17])([CH3:16])[CH2:7][CH:8]=[C:9]2[C:12]([CH3:15])([CH3:14])[CH3:13])=[CH:4][C:3]=1[OH:18].C(=O)([O-])[O-].[K+].[K+].I[CH2:26][CH2:27][CH3:28]. (2) The reactants are: [CH:1]1([C:4]2[CH:5]=[C:6]3[C:11](=[C:12]([F:14])[CH:13]=2)[C:10](=[O:15])[N:9]([C@@H:16]2[CH2:21][CH2:20][CH2:19][N:18](C(OC(C)(C)C)=O)[CH2:17]2)[CH:8]=[CH:7]3)[CH2:3][CH2:2]1.[ClH:29]. Given the product [ClH:29].[CH:1]1([C:4]2[CH:5]=[C:6]3[C:11](=[C:12]([F:14])[CH:13]=2)[C:10](=[O:15])[N:9]([C@@H:16]2[CH2:21][CH2:20][CH2:19][NH:18][CH2:17]2)[CH:8]=[CH:7]3)[CH2:3][CH2:2]1, predict the reactants needed to synthesize it. (3) Given the product [NH2:22][CH2:20][CH:17]1[CH2:16][CH2:15][N:14]([CH2:13][CH2:12][CH2:11][CH2:10][CH2:9][CH2:8][CH2:7][CH2:6][CH2:5][CH2:4][CH2:3][CH2:2][OH:1])[CH2:19][CH2:18]1, predict the reactants needed to synthesize it. The reactants are: [OH:1][CH2:2][CH2:3][CH2:4][CH2:5][CH2:6][CH2:7][CH2:8][CH2:9][CH2:10][CH2:11][CH2:12][CH2:13][N:14]1[CH2:19][CH2:18][CH:17]([C:20]([NH2:22])=O)[CH2:16][CH2:15]1.[H-].[H-].[H-].[H-].[Li+].[Al+3]. (4) Given the product [NH2:1][C:2](=[O:29])[C@@H:3]([NH:12][C:13]([C:15]1([NH:21][C:22](=[O:28])[O:23][C:24]([CH3:27])([CH3:26])[CH3:25])[CH2:20][CH2:19][O:18][CH2:17][CH2:16]1)=[O:14])[CH2:4][C:5]1[CH:10]=[CH:9][C:8]([C:40]2[CH:39]=[CH:38][C:33]3[O:34][CH2:35][C:36](=[O:37])[N:31]([CH3:30])[C:32]=3[CH:41]=2)=[CH:7][CH:6]=1, predict the reactants needed to synthesize it. The reactants are: [NH2:1][C:2](=[O:29])[C@@H:3]([NH:12][C:13]([C:15]1([NH:21][C:22](=[O:28])[O:23][C:24]([CH3:27])([CH3:26])[CH3:25])[CH2:20][CH2:19][O:18][CH2:17][CH2:16]1)=[O:14])[CH2:4][C:5]1[CH:10]=[CH:9][C:8](I)=[CH:7][CH:6]=1.[CH3:30][N:31]1[C:36](=[O:37])[CH2:35][O:34][C:33]2[CH:38]=[CH:39][C:40](B3OC(C)(C)C(C)(C)O3)=[CH:41][C:32]1=2.C(=O)([O-])[O-].[Na+].[Na+]. (5) Given the product [C:14]([O:13][C:11]([N:8]1[CH2:9][CH2:10][C:5]([CH2:18][C:19]2[CH:24]=[CH:23][C:22]([Cl:25])=[CH:21][C:20]=2[Cl:26])([C:3]([OH:4])=[O:2])[CH2:6][CH2:7]1)=[O:12])([CH3:17])([CH3:15])[CH3:16], predict the reactants needed to synthesize it. The reactants are: C[O:2][C:3]([C:5]1([CH2:18][C:19]2[CH:24]=[CH:23][C:22]([Cl:25])=[CH:21][C:20]=2[Cl:26])[CH2:10][CH2:9][N:8]([C:11]([O:13][C:14]([CH3:17])([CH3:16])[CH3:15])=[O:12])[CH2:7][CH2:6]1)=[O:4].O.[OH-].[Li+].Cl.